Task: Predict which catalyst facilitates the given reaction.. Dataset: Catalyst prediction with 721,799 reactions and 888 catalyst types from USPTO (1) Reactant: C[N:2](C)[CH:3]=[C:4]([N:13]1C(=O)C2C(=CC=CC=2)C1=O)[C:5](=O)[C:6]1[CH:11]=[CH:10][CH:9]=[CH:8][CH:7]=1.O.[NH2:26]N. Product: [C:6]1([C:5]2[NH:26][N:2]=[CH:3][C:4]=2[NH2:13])[CH:11]=[CH:10][CH:9]=[CH:8][CH:7]=1. The catalyst class is: 8. (2) The catalyst class is: 2. Reactant: COC1C=C(OC)C=CC=1C[N:6]1[C:11](=[O:12])[C:10]([C:13]([OH:15])=[O:14])=[CH:9][C:8]2[CH2:16][CH2:17][CH2:18][C:19]3[CH:24]=[C:23]([N:25]([CH3:27])[CH3:26])[CH:22]=[CH:21][C:20]=3[C:7]1=2.[SiH](C(C)C)(C(C)C)C(C)C.C(O)(C(F)(F)F)=O. Product: [CH3:26][N:25]([CH3:27])[C:23]1[CH:22]=[CH:21][C:20]2[C:7]3[NH:6][C:11](=[O:12])[C:10]([C:13]([OH:15])=[O:14])=[CH:9][C:8]=3[CH2:16][CH2:17][CH2:18][C:19]=2[CH:24]=1.